Dataset: Reaction yield outcomes from USPTO patents with 853,638 reactions. Task: Predict the reaction yield, written as a fraction of the theoretical maximum amount of product (1.0 means a 100% yield; for example, 0.34 means a 34% yield). (1) The reactants are [C:1]([O:5][C:6]([N:8]([C:16]1[CH:17]=[N:18][CH:19]=[CH:20][C:21]=1[N:22]1[CH2:27][C@H:26]([CH3:28])[C@@H:25]([O:29][Si](C(C)(C)C)(C)C)[C@H:24]([NH:37][C:38]([O:40][C:41]([CH3:44])([CH3:43])[CH3:42])=[O:39])[CH2:23]1)[C:9](=[O:15])[O:10][C:11]([CH3:14])([CH3:13])[CH3:12])=[O:7])([CH3:4])([CH3:3])[CH3:2].CCCC[N+](CCCC)(CCCC)CCCC.[F-]. The catalyst is C1COCC1.CCOC(C)=O.O. The product is [C:1]([O:5][C:6]([N:8]([C:16]1[CH:17]=[N:18][CH:19]=[CH:20][C:21]=1[N:22]1[CH2:27][C@H:26]([CH3:28])[C@@H:25]([OH:29])[C@H:24]([NH:37][C:38]([O:40][C:41]([CH3:42])([CH3:44])[CH3:43])=[O:39])[CH2:23]1)[C:9](=[O:15])[O:10][C:11]([CH3:14])([CH3:13])[CH3:12])=[O:7])([CH3:2])([CH3:3])[CH3:4]. The yield is 0.870. (2) The reactants are Cl[C:2]1[C:3]2[N:4]([C:14]([CH2:18][CH2:19][C:20]([F:23])([F:22])[F:21])=[N:15][C:16]=2[CH3:17])[C:5]2[N:11]=[C:10]([O:12][CH3:13])[CH:9]=[CH:8][C:6]=2[N:7]=1.[NH:24]1[CH2:27][CH2:26][CH2:25]1. The catalyst is C(O)C. The product is [N:24]1([C:2]2[C:3]3[N:4]([C:14]([CH2:18][CH2:19][C:20]([F:23])([F:22])[F:21])=[N:15][C:16]=3[CH3:17])[C:5]3[N:11]=[C:10]([O:12][CH3:13])[CH:9]=[CH:8][C:6]=3[N:7]=2)[CH2:27][CH2:26][CH2:25]1. The yield is 0.800. (3) The reactants are O.[NH2:2][NH2:3].[CH2:4]([O:6][C:7](=[O:17])[C:8]([CH:10]1[CH2:14][CH2:13][CH:12]([CH3:15])[C:11]1=O)=O)[CH3:5]. The catalyst is CCO. The product is [CH2:4]([O:6][C:7]([C:8]1[C:10]2[CH2:14][CH2:13][CH:12]([CH3:15])[C:11]=2[NH:3][N:2]=1)=[O:17])[CH3:5]. The yield is 0.504. (4) The reactants are [CH:1]1([CH2:4][NH:5][C@H:6]2[CH2:10][CH2:9][N:8]([C:11]([O:13][C:14]([CH3:17])([CH3:16])[CH3:15])=[O:12])[CH2:7]2)[CH2:3][CH2:2]1.[CH2:18]([S:20][C:21]1[CH:29]=[CH:28][CH:27]=[CH:26][C:22]=1[C:23](O)=[O:24])[CH3:19].C(P1(=O)OP(=O)(CCC)OP(=O)(CCC)O1)CC.C(N(CC)CC)C. The catalyst is C1(C)C=CC=CC=1. The product is [CH:1]1([CH2:4][N:5]([C:23](=[O:24])[C:22]2[CH:26]=[CH:27][CH:28]=[CH:29][C:21]=2[S:20][CH2:18][CH3:19])[C@H:6]2[CH2:10][CH2:9][N:8]([C:11]([O:13][C:14]([CH3:17])([CH3:16])[CH3:15])=[O:12])[CH2:7]2)[CH2:2][CH2:3]1. The yield is 0.930. (5) The reactants are [CH3:1][O:2][C:3](=[O:30])[NH:4][CH:5]([C:9]([N:11]1[CH2:15][CH2:14][CH2:13][CH:12]1[C:16]1[NH:17][C:18]([C:21]2[S:25][CH:24]3[CH:26]=[C:27](Br)[S:28][CH:23]3[CH:22]=2)=[CH:19][N:20]=1)=[O:10])[CH:6]([CH3:8])[CH3:7].[CH3:31][O:32][C:33](=[O:53])[NH:34][CH:35]([C:39]([N:41]1[CH2:45][CH2:44][CH2:43][CH:42]1[C:46]1[NH:47][C:48]([C:51]#[CH:52])=[CH:49][N:50]=1)=[O:40])[CH:36]([CH3:38])[CH3:37].C(N(CC)CC)C. The catalyst is CN(C=O)C.C1C=CC([P]([Pd]([P](C2C=CC=CC=2)(C2C=CC=CC=2)C2C=CC=CC=2)([P](C2C=CC=CC=2)(C2C=CC=CC=2)C2C=CC=CC=2)[P](C2C=CC=CC=2)(C2C=CC=CC=2)C2C=CC=CC=2)(C2C=CC=CC=2)C2C=CC=CC=2)=CC=1.[Cu]I. The product is [CH3:1][O:2][C:3](=[O:30])[NH:4][CH:5]([C:9]([N:11]1[CH2:15][CH2:14][CH2:13][CH:12]1[C:16]1[NH:17][C:18]([C:21]2[S:25][CH:24]3[CH:26]=[C:27]([C:52]#[C:51][C:48]4[NH:47][C:46]([CH:42]5[CH2:43][CH2:44][CH2:45][N:41]5[C:39](=[O:40])[CH:35]([NH:34][C:33]([O:32][CH3:31])=[O:53])[CH:36]([CH3:38])[CH3:37])=[N:50][CH:49]=4)[S:28][CH:23]3[CH:22]=2)=[CH:19][N:20]=1)=[O:10])[CH:6]([CH3:8])[CH3:7]. The yield is 0.180. (6) The reactants are [Br:1][C:2]1[S:3][C:4]([CH:7]=[O:8])=[CH:5][N:6]=1.C(=O)([O-])[O-].[K+].[K+].[F:15][C:16]([Si](C)(C)C)([F:18])[F:17]. The catalyst is CN(C)C=O. The product is [Br:1][C:2]1[S:3][C:4]([CH:7]([OH:8])[C:16]([F:18])([F:17])[F:15])=[CH:5][N:6]=1. The yield is 0.390. (7) The reactants are [N:1]1[C:8](Cl)=[N:7][C:5](Cl)=[N:4][C:2]=1Cl.[NH2:10][C:11]1[CH:30]=[CH:29][C:14]([O:15][CH2:16][CH2:17][CH2:18][CH2:19][CH2:20][O:21][C:22]2[CH:27]=[CH:26][C:25]([NH2:28])=[CH:24][CH:23]=2)=[CH:13][CH:12]=1.[CH2:31]([NH2:39])[CH2:32][CH2:33][CH2:34][CH2:35][CH2:36][CH2:37][CH3:38].O. The catalyst is O1CCCC1. The product is [CH2:31]([NH:39][C:2]1[N:4]=[C:5]([NH:39][CH2:31][CH2:32][CH2:33][CH2:34][CH2:35][CH2:36][CH2:37][CH3:38])[N:7]=[C:8]([NH:28][C:25]2[CH:24]=[CH:23][C:22]([O:21][CH2:20][CH2:19][CH2:18][CH2:17][CH2:16][O:15][C:14]3[CH:13]=[CH:12][C:11]([NH:10][C:2]4[N:4]=[C:5]([NH:39][CH2:31][CH2:32][CH2:33][CH2:34][CH2:35][CH2:36][CH2:37][CH3:38])[N:7]=[C:8]([NH:39][CH2:31][CH2:32][CH2:33][CH2:34][CH2:35][CH2:36][CH2:37][CH3:38])[N:1]=4)=[CH:30][CH:29]=3)=[CH:27][CH:26]=2)[N:1]=1)[CH2:32][CH2:33][CH2:34][CH2:35][CH2:36][CH2:37][CH3:38]. The yield is 0.450.